The task is: Predict the reactants needed to synthesize the given product.. This data is from Full USPTO retrosynthesis dataset with 1.9M reactions from patents (1976-2016). The reactants are: C[O:2][C:3]1C=C(C=C[C:10]=1OCC1C=CC(OC)=CC=1)C=O.C[O-].[Na+].Cl.[NH:25]([CH:32]=[C:33]([CH2:36][C:37]1[CH:42]=[CH:41][C:40]([O:43][CH2:44][C:45]2[CH:50]=[CH:49][C:48]([O:51][CH3:52])=[CH:47][CH:46]=2)=[C:39]([O:53][CH3:54])[CH:38]=1)[C:34]#[N:35])[C:26]1C=CC=C[CH:27]=1. Given the product [CH3:54][O:53][C:39]1[CH:38]=[C:37]([CH:42]=[CH:41][C:40]=1[O:43][CH2:44][C:45]1[CH:46]=[CH:47][C:48]([O:51][CH3:52])=[CH:49][CH:50]=1)[CH2:36][C:33](=[CH:32][N:25]1[CH2:26][CH2:27][O:2][CH2:3][CH2:10]1)[C:34]#[N:35], predict the reactants needed to synthesize it.